From a dataset of Forward reaction prediction with 1.9M reactions from USPTO patents (1976-2016). Predict the product of the given reaction. (1) Given the reactants [CH3:1][C@@:2]12[CH2:16][C@@H:3]1[CH2:4][CH:5]1[CH:9]([CH2:10]2)[NH:8][N:7]=[C:6]1[C:11]([O:13]CC)=[O:12].[OH-].[Na+], predict the reaction product. The product is: [CH3:1][C@@:2]12[CH2:16][C@@H:3]1[CH2:4][CH:5]1[CH:9]([CH2:10]2)[NH:8][N:7]=[C:6]1[C:11]([OH:13])=[O:12]. (2) Given the reactants [CH3:1][CH:2](O)[C:3]#[CH:4].[NH2:6][C:7]1[CH:12]=[CH:11][CH:10]=[CH:9][CH:8]=1.Cl.NC1C=CC=CC=1, predict the reaction product. The product is: [CH3:1][C:2]1[NH:6][C:7]2[C:12]([C:3]=1[CH3:4])=[CH:11][CH:10]=[CH:9][CH:8]=2.